Dataset: Full USPTO retrosynthesis dataset with 1.9M reactions from patents (1976-2016). Task: Predict the reactants needed to synthesize the given product. (1) Given the product [Cl-:1].[CH2:35]([O:34][C:22]1[CH:21]=[C:20]([CH:25]=[CH:24][C:23]=1[O:26][CH2:27][C:28]1[CH:33]=[CH:32][CH:31]=[CH:30][CH:29]=1)[C:10]1[O:11][C:12]2[C:17]([C:18](=[O:19])[C:9]=1[CH2:56][CH2:57][CH2:58][CH2:65][CH2:66][CH2:67][N+:68]([CH3:71])([CH3:69])[CH3:70])=[CH:16][CH:15]=[CH:14][CH:13]=2)[C:12]1[CH:17]=[CH:16][CH:15]=[CH:14][CH:13]=1, predict the reactants needed to synthesize it. The reactants are: [Cl:1]CCCCCCO[C:9]1[C:18](=[O:19])[C:17]2[C:12](=[CH:13][CH:14]=[CH:15][CH:16]=2)[O:11][C:10]=1[C:20]1[CH:25]=[CH:24][C:23]([O:26][CH2:27][C:28]2[CH:33]=[CH:32][CH:31]=[CH:30][CH:29]=2)=[C:22]([O:34][CH2:35]C2C=CC=CC=2)[CH:21]=1.[Cl-].C(OC1C=C(C=CC=1OCC1C=CC=CC=1)C1O[C:56]2C(C(=O)C=1)=CC=[C:58]([CH2:65][CH2:66][CH2:67][N+:68]([CH3:71])([CH3:70])[CH3:69])[CH:57]=2)C1C=CC=CC=1.C([O-])([O-])=O.[K+].[K+]. (2) Given the product [OH:25][CH:12]1[C:6]2[C:5](=[CH:10][CH:9]=[C:8]([CH3:11])[CH:7]=2)[C:4](=[O:14])[O:13]1, predict the reactants needed to synthesize it. The reactants are: C(N(CC)[C:4](=[O:14])[C:5]1[CH:10]=[CH:9][C:8]([CH3:11])=[CH:7][C:6]=1[CH:12]=[O:13])C.CCCCCC.C(OCC)(=[O:25])C. (3) Given the product [CH:7]([C:9]1[C:13]([CH3:14])=[C:12]([CH3:15])[N:11]([CH2:20][C@H:21]2[CH2:23][C@@H:22]2[CH3:24])[C:10]=1[C:16]([O:18][CH3:19])=[O:17])=[O:8], predict the reactants needed to synthesize it. The reactants are: CC(C)([O-])C.[K+].[CH:7]([C:9]1[C:13]([CH3:14])=[C:12]([CH3:15])[NH:11][C:10]=1[C:16]([O:18][CH3:19])=[O:17])=[O:8].[CH3:20][C@H:21]1[CH2:23][C@@H:22]1[CH2:24]Br.O.